Dataset: Reaction yield outcomes from USPTO patents with 853,638 reactions. Task: Predict the reaction yield, written as a fraction of the theoretical maximum amount of product (1.0 means a 100% yield; for example, 0.34 means a 34% yield). (1) The reactants are [NH:1]([CH2:8][CH2:9][N:10]1[C:15](=[O:16])[C:14]2[CH:17]=[C:18]([CH2:20][CH3:21])[S:19][C:13]=2[NH:12][C:11]1=[O:22])[C:2]1[CH:7]=[CH:6][CH:5]=[CH:4][CH:3]=1.Br[CH2:24][C:25]1[CH:30]=[CH:29][C:28]([C:31]2[CH:36]=[CH:35][CH:34]=[CH:33][C:32]=2[C:37]2[N:41]=[C:40](C(Cl)(Cl)Cl)[O:39][N:38]=2)=[CH:27][CH:26]=1.C(=O)([O-])[O-:47].[K+].[K+].CN(C)C=O. The catalyst is C(OCC)(=O)C. The product is [NH:1]([CH2:8][CH2:9][N:10]1[C:15](=[O:16])[C:14]2[CH:17]=[C:18]([CH2:20][CH3:21])[S:19][C:13]=2[N:12]([CH2:24][C:25]2[CH:30]=[CH:29][C:28]([C:31]3[CH:36]=[CH:35][CH:34]=[CH:33][C:32]=3[C:37]3[NH:41][C:40](=[O:47])[O:39][N:38]=3)=[CH:27][CH:26]=2)[C:11]1=[O:22])[C:2]1[CH:3]=[CH:4][CH:5]=[CH:6][CH:7]=1. The yield is 0.560. (2) The reactants are CN(C)C=O.[OH:6][CH2:7][C:8]1[CH:13]=[CH:12][CH:11]=[CH:10][N:9]=1.[H-].[Na+].[F:16][C:17]1[CH:18]=[C:19]([CH:22]=[CH:23][C:24]=1F)[CH:20]=[O:21]. The catalyst is O. The product is [F:16][C:17]1[CH:18]=[C:19]([CH:22]=[CH:23][C:24]=1[O:6][CH2:7][C:8]1[CH:13]=[CH:12][CH:11]=[CH:10][N:9]=1)[CH:20]=[O:21]. The yield is 0.456. (3) The reactants are [CH:1]1([NH:4][C:5](=[O:18])[C:6]([C:16]#[N:17])=[N:7][NH:8][C:9]2[CH:14]=[CH:13][CH:12]=[CH:11][C:10]=2[Br:15])[CH2:3][CH2:2]1.[Cl-].[Al+3].[Cl-].[Cl-].[C@H](O)(C([O-])=O)[C@@H](O)C([O-])=O.[Na+].[K+]. The catalyst is C1(C)C=CC=CC=1.C(OCC)(=O)C. The product is [NH2:17][C:16]1[C:14]2[C:9](=[C:10]([Br:15])[CH:11]=[CH:12][CH:13]=2)[N:8]=[N:7][C:6]=1[C:5]([NH:4][CH:1]1[CH2:3][CH2:2]1)=[O:18]. The yield is 0.520. (4) The reactants are C1C=CC2N(O)N=NC=2C=1.CCN(C(C)C)C(C)C.[F:20][C:21]1[CH:22]=[C:23]([CH:27]=[C:28]([F:31])[C:29]=1[F:30])[C:24]([OH:26])=O.CCN=C=NCCCN(C)C.Cl.Cl.[C:45]1([C:63]2[CH:68]=[CH:67][CH:66]=[CH:65][CH:64]=2)[CH:50]=[CH:49][C:48]([NH:51][C:52](=[O:62])[CH2:53][C:54](=[O:61])[N:55]2[CH2:60][CH2:59][NH:58][CH2:57][CH2:56]2)=[CH:47][CH:46]=1. The catalyst is CN(C=O)C.O. The product is [C:45]1([C:63]2[CH:68]=[CH:67][CH:66]=[CH:65][CH:64]=2)[CH:46]=[CH:47][C:48]([NH:51][C:52](=[O:62])[CH2:53][C:54](=[O:61])[N:55]2[CH2:56][CH2:57][N:58]([C:24](=[O:26])[C:23]3[CH:27]=[C:28]([F:31])[C:29]([F:30])=[C:21]([F:20])[CH:22]=3)[CH2:59][CH2:60]2)=[CH:49][CH:50]=1. The yield is 0.420. (5) The reactants are [Cl:1][C:2]1[CH:7]=[CH:6][C:5]([C:8]2([C:11]([OH:13])=O)[CH2:10][CH2:9]2)=[CH:4][CH:3]=1.C(Cl)(=O)C(Cl)=O.C(N(C(C)C)CC)(C)C.[NH2:29][C:30]1[S:40][C:33]2[CH2:34][N:35]([CH2:38][CH3:39])[CH2:36][CH2:37][C:32]=2[C:31]=1[C:41]([NH2:43])=[O:42]. The catalyst is C(Cl)Cl.CN(C)C=O.O1CCCC1. The product is [Cl:1][C:2]1[CH:3]=[CH:4][C:5]([C:8]2([C:11]([NH:29][C:30]3[S:40][C:33]4[CH2:34][N:35]([CH2:38][CH3:39])[CH2:36][CH2:37][C:32]=4[C:31]=3[C:41]([NH2:43])=[O:42])=[O:13])[CH2:9][CH2:10]2)=[CH:6][CH:7]=1. The yield is 0.320. (6) The product is [Br:1][C:2]1[CH:7]=[C:6]([CH:5]=[CH:4][C:3]=1[CH:11]([CH3:13])[CH3:12])[NH2:8]. The reactants are [Br:1][C:2]1[CH:7]=[C:6]([N+:8]([O-])=O)[CH:5]=[CH:4][C:3]=1[CH:11]([CH3:13])[CH3:12]. The catalyst is [Pt].[Br-].[Br-].[Zn+2].CO. The yield is 0.980. (7) The yield is 0.320. No catalyst specified. The product is [CH3:9][O:8][C:6]1[N:5]=[C:4]([NH:10][C:11]2[CH:16]=[CH:15][C:14]([N:17]3[CH:21]=[C:20]([CH3:22])[N:19]=[CH:18]3)=[C:13]([O:23][CH3:24])[CH:12]=2)[N:3]=[C:2]([N:26]([CH3:25])[C@@H:27]([C:30]2[CH:35]=[CH:34][CH:33]=[CH:32][CH:31]=2)[CH2:28][OH:29])[N:7]=1. The reactants are Cl[C:2]1[N:7]=[C:6]([O:8][CH3:9])[N:5]=[C:4]([NH:10][C:11]2[CH:16]=[CH:15][C:14]([N:17]3[CH:21]=[C:20]([CH3:22])[N:19]=[CH:18]3)=[C:13]([O:23][CH3:24])[CH:12]=2)[N:3]=1.[CH3:25][NH:26][C@H:27]([C:30]1[CH:35]=[CH:34][CH:33]=[CH:32][CH:31]=1)[CH2:28][OH:29]. (8) The reactants are CS(O[CH:6]1[CH2:11][CH2:10][CH:9]([NH:12][C:13]([O:15][C:16]([CH3:19])([CH3:18])[CH3:17])=[O:14])[CH2:8][CH2:7]1)(=O)=O.[F:20][C:21]([F:30])([F:29])[C:22]1[CH:27]=[CH:26][C:25]([SH:28])=[CH:24][CH:23]=1.C([O-])([O-])=O.[K+].[K+]. The catalyst is C1COCC1.O. The product is [F:30][C:21]([F:20])([F:29])[C:22]1[CH:23]=[CH:24][C:25]([S:28][CH:6]2[CH2:7][CH2:8][CH:9]([NH:12][C:13](=[O:14])[O:15][C:16]([CH3:17])([CH3:18])[CH3:19])[CH2:10][CH2:11]2)=[CH:26][CH:27]=1. The yield is 0.430.